From a dataset of Catalyst prediction with 721,799 reactions and 888 catalyst types from USPTO. Predict which catalyst facilitates the given reaction. (1) Product: [Cl:1][C:2]1[CH:7]=[CH:6][N:5]=[C:4]2[CH:8]=[C:9]([C:11]([NH:20][C@H:19]([C:18]([O:17][CH3:16])=[O:23])[CH2:21][OH:22])=[O:13])[S:10][C:3]=12. The catalyst class is: 820. Reactant: [Cl:1][C:2]1[CH:7]=[CH:6][N:5]=[C:4]2[CH:8]=[C:9]([C:11]([OH:13])=O)[S:10][C:3]=12.[Li].Cl.[CH3:16][O:17][C:18](=[O:23])[C@H:19]([CH2:21][OH:22])[NH2:20].CCN(CC)CC. (2) Reactant: [CH2:1]([N:5]1[C:13]2[C:12](=[O:14])[N:11]([CH3:15])[C:10](=[O:16])[NH:9][C:8]=2[N:7]=[C:6]1[N:17]1[CH2:22][CH2:21][N:20]([C:23]([O:25][C:26]([CH3:29])([CH3:28])[CH3:27])=[O:24])[CH2:19][CH2:18]1)[C:2]#[C:3][CH3:4].Br[CH:31]([CH3:37])[C:32]([O:34]CC)=[O:33].C(=O)([O-])[O-].[K+].[K+].C(OCC)(=O)C. Product: [CH2:1]([N:5]1[C:13]2[C:12](=[O:14])[N:11]([CH3:15])[C:10]([O:16][CH:31]([C:32]([OH:34])=[O:33])[CH3:37])=[N:9][C:8]=2[N:7]=[C:6]1[N:17]1[CH2:18][CH2:19][N:20]([C:23]([O:25][C:26]([CH3:29])([CH3:28])[CH3:27])=[O:24])[CH2:21][CH2:22]1)[C:2]#[C:3][CH3:4]. The catalyst class is: 9. (3) Reactant: Cl[C:2]1[CH:3]=[C:4]([C:14]([NH:16][CH2:17][C:18]2[C:19](=[O:26])[NH:20][C:21]([CH3:25])=[CH:22][C:23]=2[CH3:24])=[O:15])[C:5]2[CH:10]=[N:9][N:8]([CH:11]([CH3:13])[CH3:12])[C:6]=2[N:7]=1.[CH2:27]([NH2:29])[CH3:28]. Product: [CH3:24][C:23]1[CH:22]=[C:21]([CH3:25])[NH:20][C:19](=[O:26])[C:18]=1[CH2:17][NH:16][C:14]([C:4]1[C:5]2[CH:10]=[N:9][N:8]([CH:11]([CH3:13])[CH3:12])[C:6]=2[N:7]=[C:2]([NH:29][CH2:27][CH3:28])[CH:3]=1)=[O:15]. The catalyst class is: 8. (4) Reactant: Br[C:2]1[CH:3]=[CH:4][C:5](=[O:9])[N:6]([CH3:8])[CH:7]=1.[OH-].[K+].[B:12]1([B:12]2[O:16][C:15]([CH3:18])([CH3:17])[C:14]([CH3:20])([CH3:19])[O:13]2)[O:16][C:15]([CH3:18])([CH3:17])[C:14]([CH3:20])([CH3:19])[O:13]1.C1(P(C2CCCCC2)C2CCCCC2)CCCCC1. Product: [CH3:8][N:6]1[CH:7]=[C:2]([B:12]2[O:16][C:15]([CH3:18])([CH3:17])[C:14]([CH3:20])([CH3:19])[O:13]2)[CH:3]=[CH:4][C:5]1=[O:9]. The catalyst class is: 488. (5) Reactant: [CH3:1][O:2][CH2:3][C:4]1[N:5]=[C:6]([NH2:9])[S:7][CH:8]=1.N1C=CC=CC=1.[C:16](O[C:16]([O:18][C:19]([CH3:22])([CH3:21])[CH3:20])=[O:17])([O:18][C:19]([CH3:22])([CH3:21])[CH3:20])=[O:17]. Product: [CH3:1][O:2][CH2:3][C:4]1[N:5]=[C:6]([NH:9][C:16](=[O:17])[O:18][C:19]([CH3:22])([CH3:21])[CH3:20])[S:7][CH:8]=1. The catalyst class is: 10.